Dataset: Peptide-MHC class I binding affinity with 185,985 pairs from IEDB/IMGT. Task: Regression. Given a peptide amino acid sequence and an MHC pseudo amino acid sequence, predict their binding affinity value. This is MHC class I binding data. The peptide sequence is LTDEQKNAV. The MHC is HLA-B46:01 with pseudo-sequence HLA-B46:01. The binding affinity (normalized) is 0.0847.